From a dataset of Forward reaction prediction with 1.9M reactions from USPTO patents (1976-2016). Predict the product of the given reaction. (1) Given the reactants C([O:8][C:9]1[N:14]=[C:13]2[NH:15][CH:16]=[N:17][C:12]2=[CH:11][CH:10]=1)C1C=CC=CC=1.[CH3:18][C:19]1[CH:20]=[C:21](B(O)O)[CH:22]=[C:23]([CH3:25])[CH:24]=1, predict the reaction product. The product is: [CH3:18][C:19]1[CH:20]=[C:21]([N:15]2[C:13]3=[N:14][C:9]([OH:8])=[CH:10][CH:11]=[C:12]3[N:17]=[CH:16]2)[CH:22]=[C:23]([CH3:25])[CH:24]=1. (2) Given the reactants Cl.Cl.[NH2:3][CH:4]([C:15]1[CH:20]=[CH:19][CH:18]=[CH:17][CH:16]=1)[C:5]([O:7][CH:8]1[CH2:13][CH2:12][N:11]([CH3:14])[CH2:10][CH2:9]1)=[O:6].CCN(CC)CC.[O-]S([O-])(=O)=O.[Mg+2].[CH:34](=O)[C:35]1[CH:40]=[CH:39][CH:38]=[CH:37][CH:36]=1, predict the reaction product. The product is: [CH:34](=[N:3][CH:4]([C:15]1[CH:16]=[CH:17][CH:18]=[CH:19][CH:20]=1)[C:5]([O:7][CH:8]1[CH2:9][CH2:10][N:11]([CH3:14])[CH2:12][CH2:13]1)=[O:6])[C:35]1[CH:40]=[CH:39][CH:38]=[CH:37][CH:36]=1. (3) Given the reactants [CH2:1]([N:8]1[CH2:13][CH2:12][C@@H:11]([CH2:14][O:15][C:16]2[CH:21]=[CH:20][C:19]([CH:22]([CH3:24])[CH3:23])=[CH:18][CH:17]=2)[C@H:10]([NH:25][S:26]([CH2:29][CH3:30])(=[O:28])=[O:27])[CH2:9]1)[C:2]1C=CC=CC=1, predict the reaction product. The product is: [CH2:1]([N:8]1[CH2:13][CH2:12][C@@H:11]([CH2:14][O:15][C:16]2[CH:21]=[CH:20][C:19]([CH:22]([CH3:24])[CH3:23])=[CH:18][CH:17]=2)[C@H:10]([NH:25][S:26]([CH2:29][CH3:30])(=[O:28])=[O:27])[CH2:9]1)[CH3:2]. (4) Given the reactants [CH2:1]([C:8]1[CH:13]=[CH:12][C:11]([NH:14][C:15]2[C:24]3[C:19](=[CH:20][CH:21]=[C:22]([Cl:25])[CH:23]=3)[N:18]=[CH:17][C:16]=2[CH2:26][OH:27])=[CH:10][CH:9]=1)[C:2]1[CH:7]=[CH:6][CH:5]=[CH:4][CH:3]=1.C[N+]1([O-])CCOCC1, predict the reaction product. The product is: [CH2:1]([C:8]1[CH:13]=[CH:12][C:11]([NH:14][C:15]2[C:24]3[C:19](=[CH:20][CH:21]=[C:22]([Cl:25])[CH:23]=3)[N:18]=[CH:17][C:16]=2[CH:26]=[O:27])=[CH:10][CH:9]=1)[C:2]1[CH:7]=[CH:6][CH:5]=[CH:4][CH:3]=1. (5) Given the reactants P(Br)(Br)[Br:2].[F:5][C:6]1[CH:11]=[CH:10][C:9]([I:12])=[CH:8][C:7]=1[CH2:13]O, predict the reaction product. The product is: [Br:2][CH2:13][C:7]1[CH:8]=[C:9]([I:12])[CH:10]=[CH:11][C:6]=1[F:5]. (6) Given the reactants [C:1]([O:5][C:6]([N:8]1[CH2:12][CH2:11][CH2:10][C@@H:9]1[CH2:13][O:14][C:15]1[CH:20]=[CH:19][C:18]([OH:21])=[CH:17][CH:16]=1)=[O:7])([CH3:4])([CH3:3])[CH3:2].[F:22][C:23]1[CH:24]=[C:25]([CH:28]=[CH:29][C:30]=1[F:31])[CH2:26]Br, predict the reaction product. The product is: [C:1]([O:5][C:6]([N:8]1[CH2:12][CH2:11][CH2:10][C@@H:9]1[CH2:13][O:14][C:15]1[CH:20]=[CH:19][C:18]([O:21][CH2:26][C:25]2[CH:28]=[CH:29][C:30]([F:31])=[C:23]([F:22])[CH:24]=2)=[CH:17][CH:16]=1)=[O:7])([CH3:4])([CH3:2])[CH3:3].